From a dataset of NCI-60 drug combinations with 297,098 pairs across 59 cell lines. Regression. Given two drug SMILES strings and cell line genomic features, predict the synergy score measuring deviation from expected non-interaction effect. (1) Drug 1: CC(C1=C(C=CC(=C1Cl)F)Cl)OC2=C(N=CC(=C2)C3=CN(N=C3)C4CCNCC4)N. Drug 2: C1C(C(OC1N2C=C(C(=O)NC2=O)F)CO)O. Cell line: SNB-75. Synergy scores: CSS=46.2, Synergy_ZIP=1.48, Synergy_Bliss=1.22, Synergy_Loewe=-14.1, Synergy_HSA=1.62. (2) Drug 1: C1C(C(OC1N2C=C(C(=O)NC2=O)F)CO)O. Drug 2: CC(C)CN1C=NC2=C1C3=CC=CC=C3N=C2N. Cell line: NCI-H226. Synergy scores: CSS=4.33, Synergy_ZIP=-2.86, Synergy_Bliss=-2.96, Synergy_Loewe=-0.921, Synergy_HSA=-1.03.